This data is from Forward reaction prediction with 1.9M reactions from USPTO patents (1976-2016). The task is: Predict the product of the given reaction. (1) Given the reactants [NH2:1][C:2]1[C:6]2[C:7]([Br:13])=[C:8]([O:11][CH3:12])[CH:9]=[CH:10][C:5]=2[O:4][C:3]=1[C:14](=[O:28])[CH:15]=[CH:16][C:17]1[N:18]=[C:19]([NH:22][C:23](=[O:27])[CH:24]([CH3:26])[CH3:25])[S:20][CH:21]=1.CC#N.CC(O)=O.OP(O)(O)=O, predict the reaction product. The product is: [Br:13][C:7]1[C:6]2[C:2]3[NH:1][CH:16]([C:17]4[N:18]=[C:19]([NH:22][C:23](=[O:27])[CH:24]([CH3:26])[CH3:25])[S:20][CH:21]=4)[CH2:15][C:14](=[O:28])[C:3]=3[O:4][C:5]=2[CH:10]=[CH:9][C:8]=1[O:11][CH3:12]. (2) Given the reactants [Si]([O:8][CH2:9][CH2:10][NH:11][CH2:12][CH2:13][NH:14][C@H:15]1[CH2:20][CH2:19][C@H:18]([CH2:21][C:22]([NH:24][C@H:25]2[CH2:30][C:29]3[CH:31]=[CH:32][CH:33]=[C:34]([C:35]([OH:37])=[O:36])[C:28]=3[O:27][B:26]2[OH:38])=[O:23])[CH2:17][CH2:16]1)(C(C)(C)C)(C)C.C(O)(C(F)(F)F)=O, predict the reaction product. The product is: [OH:38][B:26]1[C@@H:25]([NH:24][C:22](=[O:23])[CH2:21][C@H:18]2[CH2:19][CH2:20][C@H:15]([NH:14][CH2:13][CH2:12][NH:11][CH2:10][CH2:9][OH:8])[CH2:16][CH2:17]2)[CH2:30][C:29]2[CH:31]=[CH:32][CH:33]=[C:34]([C:35]([OH:37])=[O:36])[C:28]=2[O:27]1. (3) The product is: [C:7]1(=[O:16])[C:8]2[C:13](=[CH:12][CH:11]=[CH:10][CH:9]=2)[C:14](=[O:15])[NH:6]1. Given the reactants BrCCCC[N:6]1[C:14](=[O:15])[C:13]2[C:8](=[CH:9][CH:10]=[CH:11][CH:12]=2)[C:7]1=[O:16].CCN(C(C)C)C(C)C, predict the reaction product. (4) Given the reactants Cl[C:2]1[N:7]=[CH:6][C:5]([O:8][CH:9]2[CH2:14][CH2:13][N:12]([C:15]([O:17][C:18]([CH3:21])([CH3:20])[CH3:19])=[O:16])[CH2:11][CH2:10]2)=[CH:4][CH:3]=1.[CH3:22][O:23][C:24]1[CH:25]=[C:26]2[C:30](=[CH:31][CH:32]=1)[NH:29][CH:28]=[CH:27]2, predict the reaction product. The product is: [C:18]([O:17][C:15]([N:12]1[CH2:13][CH2:14][CH:9]([O:8][C:5]2[CH:6]=[N:7][C:2]([N:29]3[C:30]4[C:26](=[CH:25][C:24]([O:23][CH3:22])=[CH:32][CH:31]=4)[CH:27]=[CH:28]3)=[CH:3][CH:4]=2)[CH2:10][CH2:11]1)=[O:16])([CH3:21])([CH3:20])[CH3:19]. (5) Given the reactants Br[C:2]1[CH:7]=[CH:6][C:5]([O:8][CH3:9])=[CH:4][CH:3]=1.[C:10]1(=[O:14])[CH2:13][CH2:12][CH2:11]1, predict the reaction product. The product is: [CH3:9][O:8][C:5]1[CH:6]=[CH:7][C:2]([C:10]2([OH:14])[CH2:13][CH2:12][CH2:11]2)=[CH:3][CH:4]=1. (6) Given the reactants C([O:3][C:4](=[O:36])[C:5]1[CH:10]=[CH:9][C:8]([O:11][CH2:12][CH2:13][CH2:14][NH:15][C:16](=[O:24])[C:17]2[CH:22]=[CH:21][C:20]([Cl:23])=[CH:19][CH:18]=2)=[C:7]([NH:25][C:26]([NH:28][C:29]2[CH:34]=[N:33][C:32]([CH3:35])=[CH:31][N:30]=2)=[O:27])[CH:6]=1)C.[OH-].[Na+].O.O1CCCC1, predict the reaction product. The product is: [Cl:23][C:20]1[CH:19]=[CH:18][C:17]([C:16]([NH:15][CH2:14][CH2:13][CH2:12][O:11][C:8]2[CH:9]=[CH:10][C:5]([C:4]([OH:36])=[O:3])=[CH:6][C:7]=2[NH:25][C:26]([NH:28][C:29]2[CH:34]=[N:33][C:32]([CH3:35])=[CH:31][N:30]=2)=[O:27])=[O:24])=[CH:22][CH:21]=1. (7) Given the reactants Cl[C:2]1[C:3]2[CH:14]=[CH:13][CH:12]=[CH:11][C:4]=2[S:5][C:6]=1[C:7]([O:9][CH3:10])=[O:8].[C:15]1(B(O)O)[CH:20]=[CH:19][CH:18]=[CH:17][CH:16]=1.[K].C1(P(C2C=CC=CC=2)C2C=CC=CC=2)C=CC=CC=1, predict the reaction product. The product is: [C:15]1([C:2]2[C:3]3[CH:14]=[CH:13][CH:12]=[CH:11][C:4]=3[S:5][C:6]=2[C:7]([O:9][CH3:10])=[O:8])[CH:20]=[CH:19][CH:18]=[CH:17][CH:16]=1.